This data is from Full USPTO retrosynthesis dataset with 1.9M reactions from patents (1976-2016). The task is: Predict the reactants needed to synthesize the given product. (1) Given the product [CH2:15]([O:20][C:21]([N:23]1[C:27](=[O:28])[CH2:26][CH2:25][CH:24]1[C:29]([OH:31])=[O:30])=[O:22])[CH2:16][CH2:17][CH:18]=[CH2:19], predict the reactants needed to synthesize it. The reactants are: C(N(CC)CC)C.C([SiH](CC)CC)C.[CH2:15]([O:20][C:21]([N:23]1[C:27](=[O:28])[CH2:26][CH2:25][CH:24]1[C:29]([O:31]CC1C=CC=CC=1)=[O:30])=[O:22])[CH2:16][CH2:17][CH:18]=[CH2:19]. (2) Given the product [CH3:15][C:12]1([CH3:16])[C:11]2=[C:6]([OH:5])[CH:7]=[CH:8][C:9]([CH3:17])=[C:10]2[O:14][CH2:13]1, predict the reactants needed to synthesize it. The reactants are: CC([Si](C(C)C)(C(C)C)[O:5][C:6]1[C:11]2[C:12]([CH3:16])([CH3:15])[CH2:13][O:14][C:10]=2[C:9]([CH3:17])=[CH:8][CH:7]=1)C.CCCC[N+](CCCC)(CCCC)CCCC.[F-]. (3) The reactants are: [Cl:1][C:2]1[CH:7]=[C:6]([NH2:8])[CH:5]=[C:4]([Cl:9])[N:3]=1.[N+:10]([O-])([OH:12])=[O:11]. Given the product [Cl:1][C:2]1[C:7]([N+:10]([O-:12])=[O:11])=[C:6]([NH2:8])[CH:5]=[C:4]([Cl:9])[N:3]=1, predict the reactants needed to synthesize it. (4) Given the product [Br:1][C:2]1[C:3]2[C:15](=[O:17])[N:21]([CH3:20])[N:22]=[C:7]([C:8]3[CH:13]=[CH:12][N:11]=[CH:10][CH:9]=3)[C:4]=2[S:5][CH:6]=1, predict the reactants needed to synthesize it. The reactants are: [Br:1][C:2]1[C:3]([C:15]([O:17]CC)=O)=[C:4]([C:7](=O)[C:8]2[CH:13]=[CH:12][N:11]=[CH:10][CH:9]=2)[S:5][CH:6]=1.[CH3:20][NH:21][NH2:22].